Predict the reaction yield, written as a fraction of the theoretical maximum amount of product (1.0 means a 100% yield; for example, 0.34 means a 34% yield). From a dataset of Reaction yield outcomes from USPTO patents with 853,638 reactions. (1) The reactants are [CH2:1]([O:8][C:9]([N:11]1[CH:16]([CH2:17][CH3:18])[CH2:15][C:14](=O)[CH2:13][CH:12]1[CH2:20][C:21]1[CH:26]=[CH:25][CH:24]=[CH:23][CH:22]=1)=[O:10])[C:2]1[CH:7]=[CH:6][CH:5]=[CH:4][CH:3]=1.[F:27][C:28]([F:42])([F:41])[C:29]1[CH:30]=[C:31]([CH:34]=[C:35]([C:37]([F:40])([F:39])[F:38])[CH:36]=1)[CH2:32][NH2:33].C(O)(=O)C.[BH-](OC(C)=O)(OC(C)=O)OC(C)=O.[Na+].[OH-].[Na+]. The catalyst is ClCCCl. The product is [CH2:1]([O:8][C:9]([N:11]1[CH:16]([CH2:17][CH3:18])[CH2:15][CH:14]([NH:33][CH2:32][C:31]2[CH:34]=[C:35]([C:37]([F:38])([F:39])[F:40])[CH:36]=[C:29]([C:28]([F:27])([F:41])[F:42])[CH:30]=2)[CH2:13][CH:12]1[CH2:20][C:21]1[CH:26]=[CH:25][CH:24]=[CH:23][CH:22]=1)=[O:10])[C:2]1[CH:7]=[CH:6][CH:5]=[CH:4][CH:3]=1. The yield is 0.510. (2) The reactants are [OH:1][C:2]([CH3:35])([CH3:34])[CH2:3][C@@:4]1([C:28]2[CH:33]=[CH:32][CH:31]=[CH:30][CH:29]=2)[O:9][C:8](=[O:10])[N:7]([C@H:11]([C:13]2[CH:18]=[CH:17][C:16](B3OC(C)(C)C(C)(C)O3)=[CH:15][CH:14]=2)[CH3:12])[CH2:6][CH2:5]1.Br[C:37]1[CH:38]=[CH:39][CH2:40][N:41]([CH:43]([CH3:45])[CH3:44])[CH:42]=1.C([O-])([O-])=[O:47].[Cs+].[Cs+]. The catalyst is O1CCOCC1.Cl[Pd](Cl)([P](C1C=CC=CC=1)(C1C=CC=CC=1)C1C=CC=CC=1)[P](C1C=CC=CC=1)(C1C=CC=CC=1)C1C=CC=CC=1. The product is [OH:1][C:2]([CH3:35])([CH3:34])[CH2:3][C@@:4]1([C:28]2[CH:33]=[CH:32][CH:31]=[CH:30][CH:29]=2)[O:9][C:8](=[O:10])[N:7]([C@H:11]([C:13]2[CH:14]=[CH:15][C:16]([C:37]3[CH:38]=[CH:39][C:40](=[O:47])[N:41]([CH:43]([CH3:45])[CH3:44])[CH:42]=3)=[CH:17][CH:18]=2)[CH3:12])[CH2:6][CH2:5]1. The yield is 0.210. (3) The reactants are [OH:1][CH2:2][CH2:3][C:4]1[CH:9]=[CH:8][C:7]([OH:10])=[CH:6][CH:5]=1.Cl[C:12]1[N:17]=[CH:16][C:15]([Cl:18])=[CH:14][N:13]=1.C([O-])([O-])=O.[K+].[K+]. The catalyst is CN(C=O)C. The product is [Cl:18][C:15]1[CH:14]=[N:13][C:12]([O:10][C:7]2[CH:8]=[CH:9][C:4]([CH2:3][CH2:2][OH:1])=[CH:5][CH:6]=2)=[N:17][CH:16]=1. The yield is 0.900. (4) The reactants are I[C:2]1[C:3]([NH2:8])=[N:4][CH:5]=[CH:6][CH:7]=1.[CH3:9][Si:10]([C:13]#[CH:14])([CH3:12])[CH3:11].C(N(CC)C(C)C)(C)C.CN1CCCC1=O. The catalyst is [Cu]I.C1C=CC([P]([Pd]([P](C2C=CC=CC=2)(C2C=CC=CC=2)C2C=CC=CC=2)([P](C2C=CC=CC=2)(C2C=CC=CC=2)C2C=CC=CC=2)[P](C2C=CC=CC=2)(C2C=CC=CC=2)C2C=CC=CC=2)(C2C=CC=CC=2)C2C=CC=CC=2)=CC=1.O. The product is [CH3:9][Si:10]([C:13]#[C:14][C:2]1[C:3]([NH2:8])=[N:4][CH:5]=[CH:6][CH:7]=1)([CH3:12])[CH3:11]. The yield is 0.807.